Dataset: Forward reaction prediction with 1.9M reactions from USPTO patents (1976-2016). Task: Predict the product of the given reaction. Given the reactants [Cl:1][C:2]1[CH:7]=[CH:6][C:5]([C:8]2[S:34][C:11]3[C:12](=[O:33])[N:13]([C:15]4[CH:20]=[CH:19][C:18]([O:21][CH2:22][C@H:23]([OH:30])[CH2:24][S:25]([CH2:28][CH3:29])(=[O:27])=[O:26])=[C:17]([O:31][CH3:32])[CH:16]=4)[CH2:14][C:10]=3[CH:9]=2)=[CH:4][CH:3]=1.[NH:35]([C:43]([O:45][C:46]([CH3:49])([CH3:48])[CH3:47])=[O:44])[C@H:36]([C:40](O)=[O:41])[CH:37]([CH3:39])[CH3:38].CC(C)N=C=NC(C)C, predict the reaction product. The product is: [C:46]([O:45][C:43]([NH:35][C@@H:36]([CH:37]([CH3:39])[CH3:38])[C:40]([O:30][C@H:23]([CH2:24][S:25]([CH2:28][CH3:29])(=[O:26])=[O:27])[CH2:22][O:21][C:18]1[CH:19]=[CH:20][C:15]([N:13]2[CH2:14][C:10]3[CH:9]=[C:8]([C:5]4[CH:6]=[CH:7][C:2]([Cl:1])=[CH:3][CH:4]=4)[S:34][C:11]=3[C:12]2=[O:33])=[CH:16][C:17]=1[O:31][CH3:32])=[O:41])=[O:44])([CH3:49])([CH3:48])[CH3:47].